Dataset: NCI-60 drug combinations with 297,098 pairs across 59 cell lines. Task: Regression. Given two drug SMILES strings and cell line genomic features, predict the synergy score measuring deviation from expected non-interaction effect. Drug 1: C1CCC(CC1)NC(=O)N(CCCl)N=O. Drug 2: CC(C)NC(=O)C1=CC=C(C=C1)CNNC.Cl. Cell line: COLO 205. Synergy scores: CSS=19.4, Synergy_ZIP=-7.00, Synergy_Bliss=-2.11, Synergy_Loewe=-17.6, Synergy_HSA=-5.50.